This data is from Reaction yield outcomes from USPTO patents with 853,638 reactions. The task is: Predict the reaction yield, written as a fraction of the theoretical maximum amount of product (1.0 means a 100% yield; for example, 0.34 means a 34% yield). (1) The reactants are [F:1][C:2]1[CH:7]=[CH:6][C:5]([C:8]2[O:9][C:10](=O)[C:11]3[CH:16]=[CH:15][S:14][C:12]=3[N:13]=2)=[CH:4][CH:3]=1.O.[NH2:19][NH2:20]. The catalyst is C(O)(=O)C. The product is [NH2:19][N:20]1[C:10](=[O:9])[C:11]2[CH:16]=[CH:15][S:14][C:12]=2[N:13]=[C:8]1[C:5]1[CH:6]=[CH:7][C:2]([F:1])=[CH:3][CH:4]=1. The yield is 0.410. (2) The reactants are [CH:1]1[C:10]2[C:5](=[CH:6][CH:7]=[CH:8][CH:9]=2)[CH:4]=[CH:3][C:2]=1[O:11][CH2:12][CH2:13][O:14][C:15]1[CH:30]=[CH:29][C:18]([CH:19]=[C:20]([C:25]([O:27][CH3:28])=[O:26])[C:21]([O:23][CH3:24])=[O:22])=[CH:17][CH:16]=1.[H][H]. The catalyst is CO.O1CCOCC1.[Pd]. The product is [CH:1]1[C:10]2[C:5](=[CH:6][CH:7]=[CH:8][CH:9]=2)[CH:4]=[CH:3][C:2]=1[O:11][CH2:12][CH2:13][O:14][C:15]1[CH:30]=[CH:29][C:18]([CH2:19][CH:20]([C:25]([O:27][CH3:28])=[O:26])[C:21]([O:23][CH3:24])=[O:22])=[CH:17][CH:16]=1. The yield is 0.940. (3) The reactants are Cl[C:2]1[N:13]=[C:12]([Cl:14])[CH:11]=[CH:10][C:3]=1[C:4]([N:6]([O:8][CH3:9])[CH3:7])=[O:5].[OH-].[NH4+:16]. The catalyst is O1CCCC1. The product is [NH2:16][C:2]1[N:13]=[C:12]([Cl:14])[CH:11]=[CH:10][C:3]=1[C:4]([N:6]([O:8][CH3:9])[CH3:7])=[O:5]. The yield is 0.0800. (4) The reactants are [CH3:1][C:2]1[CH:11]=[CH:10][C:5]([C:6]([O:8][CH3:9])=[O:7])=[CH:4][C:3]=1[C:12]([O:14][CH3:15])=[O:13].[Br:16]N1C(=O)CCC1=O.C(OOC(=O)C1C=CC=CC=1)(=O)C1C=CC=CC=1.C([O-])(O)=O.[Na+]. The catalyst is ClCCl.CC(=O)OCC. The product is [Br:16][CH2:1][C:2]1[CH:11]=[CH:10][C:5]([C:6]([O:8][CH3:9])=[O:7])=[CH:4][C:3]=1[C:12]([O:14][CH3:15])=[O:13]. The yield is 0.700. (5) The reactants are [CH3:1][O:2][C:3](=[O:14])[C:4]1[CH:9]=[C:8](I)[C:7]([CH2:11][CH3:12])=[CH:6][C:5]=1[NH2:13].[CH3:15][N:16]1[C:20]([Sn](CCCC)(CCCC)CCCC)=[CH:19][CH:18]=[N:17]1.O1CCOCC1. The catalyst is C1C=CC(P(C2C=CC=CC=2)[C-]2C=CC=C2)=CC=1.C1C=CC(P(C2C=CC=CC=2)[C-]2C=CC=C2)=CC=1.Cl[Pd]Cl.[Fe+2].CCOC(C)=O. The product is [CH3:1][O:2][C:3](=[O:14])[C:4]1[CH:9]=[C:8]([C:20]2[N:16]([CH3:15])[N:17]=[CH:18][CH:19]=2)[C:7]([CH2:11][CH3:12])=[CH:6][C:5]=1[NH2:13]. The yield is 0.680. (6) The reactants are Br[C:2]1[C:10]2[C:9]([NH2:11])=[N:8][CH:7]=[N:6][C:5]=2[N:4]([CH2:12][CH2:13][N:14]2[CH2:19][CH2:18][O:17][CH2:16][CH2:15]2)[CH:3]=1.[F:20][C:21]1[CH:26]=[CH:25][C:24]([F:27])=[CH:23][C:22]=1[CH2:28][C:29]([N:31]1[C:39]2[C:34](=[CH:35][C:36](B3OC(C)(C)C(C)(C)O3)=[CH:37][CH:38]=2)[CH2:33][CH2:32]1)=[O:30].C([O-])(O)=O.[Na+].N#N. The catalyst is O.C1C=CC([P]([Pd]([P](C2C=CC=CC=2)(C2C=CC=CC=2)C2C=CC=CC=2)([P](C2C=CC=CC=2)(C2C=CC=CC=2)C2C=CC=CC=2)[P](C2C=CC=CC=2)(C2C=CC=CC=2)C2C=CC=CC=2)(C2C=CC=CC=2)C2C=CC=CC=2)=CC=1.O1CCOCC1. The product is [F:20][C:21]1[CH:26]=[CH:25][C:24]([F:27])=[CH:23][C:22]=1[CH2:28][C:29]([N:31]1[C:39]2[C:34](=[CH:35][C:36]([C:2]3[C:10]4[C:9]([NH2:11])=[N:8][CH:7]=[N:6][C:5]=4[N:4]([CH2:12][CH2:13][N:14]4[CH2:19][CH2:18][O:17][CH2:16][CH2:15]4)[CH:3]=3)=[CH:37][CH:38]=2)[CH2:33][CH2:32]1)=[O:30]. The yield is 0.478. (7) The reactants are Br[CH2:2][C:3]1[CH:8]=[CH:7][C:6]([Cl:9])=[C:5]([O:10][CH3:11])[CH:4]=1.[C-:12]#[N:13].[Na+]. The catalyst is C(O)C. The product is [Cl:9][C:6]1[CH:7]=[CH:8][C:3]([CH2:2][C:12]#[N:13])=[CH:4][C:5]=1[O:10][CH3:11]. The yield is 0.480.